Regression. Given two drug SMILES strings and cell line genomic features, predict the synergy score measuring deviation from expected non-interaction effect. From a dataset of NCI-60 drug combinations with 297,098 pairs across 59 cell lines. (1) Drug 1: CN1C(=O)N2C=NC(=C2N=N1)C(=O)N. Drug 2: C1=NC(=NC(=O)N1C2C(C(C(O2)CO)O)O)N. Cell line: SK-MEL-28. Synergy scores: CSS=0.0730, Synergy_ZIP=-3.11, Synergy_Bliss=-8.21, Synergy_Loewe=-17.6, Synergy_HSA=-13.1. (2) Cell line: NCI-H226. Drug 2: CCCCCOC(=O)NC1=NC(=O)N(C=C1F)C2C(C(C(O2)C)O)O. Drug 1: CCCCC(=O)OCC(=O)C1(CC(C2=C(C1)C(=C3C(=C2O)C(=O)C4=C(C3=O)C=CC=C4OC)O)OC5CC(C(C(O5)C)O)NC(=O)C(F)(F)F)O. Synergy scores: CSS=41.6, Synergy_ZIP=-3.87, Synergy_Bliss=-10.2, Synergy_Loewe=-18.6, Synergy_HSA=-10.2. (3) Drug 1: C1=CC(=CC=C1C#N)C(C2=CC=C(C=C2)C#N)N3C=NC=N3. Drug 2: CC1C(C(CC(O1)OC2CC(CC3=C2C(=C4C(=C3O)C(=O)C5=CC=CC=C5C4=O)O)(C(=O)C)O)N)O. Cell line: CAKI-1. Synergy scores: CSS=39.3, Synergy_ZIP=-1.43, Synergy_Bliss=-2.80, Synergy_Loewe=-9.32, Synergy_HSA=-0.305. (4) Drug 1: CC(C1=C(C=CC(=C1Cl)F)Cl)OC2=C(N=CC(=C2)C3=CN(N=C3)C4CCNCC4)N. Drug 2: C1=NC2=C(N1)C(=S)N=C(N2)N. Synergy scores: CSS=50.0, Synergy_ZIP=-0.269, Synergy_Bliss=-3.00, Synergy_Loewe=-2.47, Synergy_HSA=-0.565. Cell line: CCRF-CEM. (5) Drug 1: CC1=C(C(CCC1)(C)C)C=CC(=CC=CC(=CC(=O)O)C)C. Drug 2: CNC(=O)C1=NC=CC(=C1)OC2=CC=C(C=C2)NC(=O)NC3=CC(=C(C=C3)Cl)C(F)(F)F. Cell line: UO-31. Synergy scores: CSS=10.6, Synergy_ZIP=9.45, Synergy_Bliss=8.45, Synergy_Loewe=7.93, Synergy_HSA=7.94. (6) Drug 1: C1=CC(=C2C(=C1NCCNCCO)C(=O)C3=C(C=CC(=C3C2=O)O)O)NCCNCCO. Drug 2: C1CC(=O)NC(=O)C1N2C(=O)C3=CC=CC=C3C2=O. Cell line: CAKI-1. Synergy scores: CSS=60.2, Synergy_ZIP=11.1, Synergy_Bliss=12.3, Synergy_Loewe=-31.2, Synergy_HSA=12.4.